From a dataset of Peptide-MHC class I binding affinity with 185,985 pairs from IEDB/IMGT. Regression. Given a peptide amino acid sequence and an MHC pseudo amino acid sequence, predict their binding affinity value. This is MHC class I binding data. (1) The binding affinity (normalized) is 0.0964. The peptide sequence is KLKSLYNTV. The MHC is HLA-B08:01 with pseudo-sequence HLA-B08:01. (2) The peptide sequence is MHFRGGCI. The MHC is Mamu-A07 with pseudo-sequence Mamu-A07. The binding affinity (normalized) is 0.426. (3) The peptide sequence is FVAATGRPL. The MHC is HLA-B07:02 with pseudo-sequence HLA-B07:02. The binding affinity (normalized) is 0.543.